This data is from Catalyst prediction with 721,799 reactions and 888 catalyst types from USPTO. The task is: Predict which catalyst facilitates the given reaction. Reactant: [NH2:1][C:2]([C:4]1[CH:5]=[N:6][C:7]2[C:12]([C:13]=1[NH:14][C:15]1[CH:16]=[C:17]([C:25]([O:27]C)=[O:26])[CH:18]=[C:19]([C:21]([O:23]C)=[O:22])[CH:20]=1)=[CH:11][CH:10]=[C:9]([C:29]1[C:30]([O:37][CH3:38])=[N:31][C:32]([O:35][CH3:36])=[CH:33][CH:34]=1)[CH:8]=2)=[O:3].[OH-].[Na+]. Product: [NH2:1][C:2]([C:4]1[CH:5]=[N:6][C:7]2[C:12]([C:13]=1[NH:14][C:15]1[CH:20]=[C:19]([C:21]([OH:23])=[O:22])[CH:18]=[C:17]([C:25]([OH:27])=[O:26])[CH:16]=1)=[CH:11][CH:10]=[C:9]([C:29]1[C:30]([O:37][CH3:38])=[N:31][C:32]([O:35][CH3:36])=[CH:33][CH:34]=1)[CH:8]=2)=[O:3]. The catalyst class is: 8.